From a dataset of Reaction yield outcomes from USPTO patents with 853,638 reactions. Predict the reaction yield, written as a fraction of the theoretical maximum amount of product (1.0 means a 100% yield; for example, 0.34 means a 34% yield). (1) The reactants are C[Si]([N-][Si](C)(C)C)(C)C.[Li+].C[O:12][C:13]([C:15]1[C:23]2[C:18](=[N:19][CH:20]=[C:21]([Br:24])[CH:22]=2)[N:17]([S:25]([C:28]2[CH:33]=[CH:32][CH:31]=[CH:30][CH:29]=2)(=[O:27])=[O:26])[C:16]=1[CH2:34][N:35]([CH2:46][C:47]#[N:48])S(C1C=CC(C)=CC=1)(=O)=O)=O. The catalyst is C1COCC1. The product is [C:28]1([S:25]([N:17]2[C:16]3[CH:34]=[N:35][C:46]([C:47]#[N:48])=[C:13]([OH:12])[C:15]=3[C:23]3[CH:22]=[C:21]([Br:24])[CH:20]=[N:19][C:18]2=3)(=[O:27])=[O:26])[CH:29]=[CH:30][CH:31]=[CH:32][CH:33]=1. The yield is 0.600. (2) The reactants are [C:1]1([C:30]2[CH:35]=[CH:34][CH:33]=[CH:32][CH:31]=2)[CH:6]=[CH:5][CH:4]=[CH:3][C:2]=1[NH:7][C:8]([O:10][CH:11]1[CH2:16][CH2:15][N:14]([CH2:17][CH2:18][C:19]([N:21]([CH3:29])[CH2:22][CH2:23][CH2:24][CH2:25]C(O)=O)=[O:20])[CH2:13][CH2:12]1)=[O:9].[NH2:36][C:37]1[C:42]([CH3:43])=[CH:41][C:40]([CH2:44][OH:45])=[C:39]([CH3:46])[CH:38]=1.C(N(CC)C(C)C)(C)C.CCN=C=NCCCN(C)C.Cl.C(=O)(O)[O-:69].[Na+]. The catalyst is C(Cl)Cl. The product is [OH:45][CH2:44][C:40]1[C:39]([CH3:46])=[CH:38][C:37]([NH:36][C:25]([CH2:24][CH2:23][CH2:22][N:21]([CH3:29])[C:19]([CH2:18][CH2:17][N:14]2[CH2:13][CH2:12][CH:11]([O:10][C:8](=[O:9])[NH:7][C:2]3[CH:3]=[CH:4][CH:5]=[CH:6][C:1]=3[C:30]3[CH:35]=[CH:34][CH:33]=[CH:32][CH:31]=3)[CH2:16][CH2:15]2)=[O:20])=[O:69])=[C:42]([CH3:43])[CH:41]=1. The yield is 0.310. (3) The product is [Br:1][C:2]1[CH:7]=[CH:6][C:5]([NH:8][C:9]2[C:10]([C:20](=[O:26])[CH2:21][OH:22])=[CH:11][C:12]3[N:16]([CH3:17])[CH:15]=[N:14][C:13]=3[C:18]=2[F:19])=[C:4]([Cl:27])[CH:3]=1. The yield is 0.540. The reactants are [Br:1][C:2]1[CH:7]=[CH:6][C:5]([NH:8][C:9]2[C:10]([C:20](=[O:26])[CH2:21][O:22]COC)=[CH:11][C:12]3[N:16]([CH3:17])[CH:15]=[N:14][C:13]=3[C:18]=2[F:19])=[C:4]([Cl:27])[CH:3]=1.Cl.CO.C([O-])(O)=O.[Na+]. The catalyst is CCOC(C)=O.O. (4) The reactants are O[CH:2]([CH2:18][N:19]1[C:28]2[C:23](=[CH:24][CH:25]=[C:26]([O:29]C)[N:27]=2)[CH2:22][CH2:21][C:20]1=[O:31])[CH2:3][N:4]1[CH2:9][CH2:8][CH:7]([NH:10][C:11](=[O:17])[O:12][C:13]([CH3:16])([CH3:15])[CH3:14])[CH2:6][CH2:5]1.C(N(CC)CC)C.CS(OS(C)(=O)=O)(=O)=O.[I-].[Na+]. The catalyst is C(Cl)(Cl)Cl. The product is [O:29]=[C:26]1[CH:25]=[CH:24][C:23]2[CH2:22][CH2:21][C:20](=[O:31])[N:19]3[CH2:18][CH:2]([CH2:3][N:4]4[CH2:5][CH2:6][CH:7]([NH:10][C:11](=[O:17])[O:12][C:13]([CH3:14])([CH3:16])[CH3:15])[CH2:8][CH2:9]4)[N:27]1[C:28]=23. The yield is 0.700. (5) The reactants are [CH3:1][O:2][CH:3]([O:6][CH3:7])[C:4]#[CH:5].Cl[CH:9]([F:11])[F:10].[NH4+].[Cl-].O.CC(OC)(C)C. The catalyst is CCCCCC.O1CCCC1. The product is [F:10][CH:9]([F:11])[C:5]#[C:4][CH:3]([O:6][CH3:7])[O:2][CH3:1]. The yield is 0.650.